This data is from NCI-60 drug combinations with 297,098 pairs across 59 cell lines. The task is: Regression. Given two drug SMILES strings and cell line genomic features, predict the synergy score measuring deviation from expected non-interaction effect. (1) Drug 1: COC1=C(C=C2C(=C1)N=CN=C2NC3=CC(=C(C=C3)F)Cl)OCCCN4CCOCC4. Drug 2: C1CC(C1)(C(=O)O)C(=O)O.[NH2-].[NH2-].[Pt+2]. Cell line: OVCAR-5. Synergy scores: CSS=60.7, Synergy_ZIP=-0.541, Synergy_Bliss=3.76, Synergy_Loewe=-8.55, Synergy_HSA=6.27. (2) Cell line: SW-620. Drug 1: C1=CC=C(C=C1)NC(=O)CCCCCCC(=O)NO. Drug 2: COC1=C2C(=CC3=C1OC=C3)C=CC(=O)O2. Synergy scores: CSS=23.1, Synergy_ZIP=-4.78, Synergy_Bliss=-1.00, Synergy_Loewe=-10.9, Synergy_HSA=-2.59. (3) Drug 1: CS(=O)(=O)CCNCC1=CC=C(O1)C2=CC3=C(C=C2)N=CN=C3NC4=CC(=C(C=C4)OCC5=CC(=CC=C5)F)Cl. Drug 2: CNC(=O)C1=NC=CC(=C1)OC2=CC=C(C=C2)NC(=O)NC3=CC(=C(C=C3)Cl)C(F)(F)F. Cell line: A549. Synergy scores: CSS=-1.12, Synergy_ZIP=-0.455, Synergy_Bliss=-2.71, Synergy_Loewe=-14.2, Synergy_HSA=-6.91. (4) Cell line: SK-MEL-28. Drug 1: CC1=C(C(CCC1)(C)C)C=CC(=CC=CC(=CC(=O)O)C)C. Synergy scores: CSS=16.8, Synergy_ZIP=-5.63, Synergy_Bliss=-0.453, Synergy_Loewe=-1.20, Synergy_HSA=0.823. Drug 2: C1CCC(C(C1)N)N.C(=O)(C(=O)[O-])[O-].[Pt+4]. (5) Drug 1: CCC(=C(C1=CC=CC=C1)C2=CC=C(C=C2)OCCN(C)C)C3=CC=CC=C3.C(C(=O)O)C(CC(=O)O)(C(=O)O)O. Drug 2: COC1=C2C(=CC3=C1OC=C3)C=CC(=O)O2. Cell line: SK-MEL-5. Synergy scores: CSS=-7.56, Synergy_ZIP=3.60, Synergy_Bliss=-2.25, Synergy_Loewe=-8.70, Synergy_HSA=-9.78.